From a dataset of Experimentally validated miRNA-target interactions with 360,000+ pairs, plus equal number of negative samples. Binary Classification. Given a miRNA mature sequence and a target amino acid sequence, predict their likelihood of interaction. (1) The miRNA is hsa-miR-4524a-5p with sequence AUAGCAGCAUGAACCUGUCUCA. The protein sequence of the target gene is MERPAPLAVLPFSDPAHALSLLRGLSQLRAERKFLDVTLEAAGGRDFPAHRAVLAAASPYFRAMFAGQLRESRAERVRLHGVPPDMLQLLLDFSYTGRVAVSGDNAEPLLRAADLLQFPAVKEACGAFLQQQLDLANCLDMQDFAEAFSCSGLASAAQRFILRHVGELGAEQLERLPLARLLRYLRDDGLCVPKEEAAYQLALRWVRADPPRRAAHWPQLLEAVRLPFVRRFYLLAHVEAEPLVARCPPCLRLLREARDFQAARYDRHDRGPCPRMRPRPSTGLAEILVLVGGCDQDCDE.... Result: 0 (no interaction). (2) The miRNA is hsa-miR-548ao-3p with sequence AAAGACCGUGACUACUUUUGCA. The protein sequence of the target gene is MATGGYRSGGSTTTDFLEEWKAKREKMRAKQNPAGPGSSGGDPAAKSPAGSLTPTAVAGTSELNHGPAGAAAPAAPAPGALNCAHGSSTLPRAAPGSRRAEDECPSAAAASGAPGSRGDEEEPDSAREKGRSSGPSARKGKGQIEKRKLREKRRSTGVVNIPAAECLDEYEDDEAGQKERKREDAITQQNTIQNEAATLPDPGTSYLPQDPSRTVPGRYKSTTSAPEDEISNRYPRTDRSGFSRHNRDANAPASFSSSSTLEKRIEDLEKEVVRERQENLRLVRLMQDKEEMIGKLKEEI.... Result: 0 (no interaction).